Dataset: Peptide-MHC class II binding affinity with 134,281 pairs from IEDB. Task: Regression. Given a peptide amino acid sequence and an MHC pseudo amino acid sequence, predict their binding affinity value. This is MHC class II binding data. (1) The peptide sequence is GTMAGCGYLMFLGGV. The MHC is DRB1_1501 with pseudo-sequence DRB1_1501. The binding affinity (normalized) is 0.491. (2) The peptide sequence is DELQIVDKIDAAFKI. The MHC is DRB1_1302 with pseudo-sequence DRB1_1302. The binding affinity (normalized) is 0.568. (3) The peptide sequence is RTKGTMRASALILIE. The MHC is HLA-DQA10201-DQB10402 with pseudo-sequence HLA-DQA10201-DQB10402. The binding affinity (normalized) is 0.578. (4) The peptide sequence is VVPDGYKLTGNVLIL. The MHC is DRB1_0701 with pseudo-sequence DRB1_0701. The binding affinity (normalized) is 0.941. (5) The peptide sequence is HVCWLEASMLLDNME. The MHC is HLA-DQA10102-DQB10501 with pseudo-sequence HLA-DQA10102-DQB10501. The binding affinity (normalized) is 0.586. (6) The peptide sequence is ARILRQLATPISVII. The MHC is DRB1_1602 with pseudo-sequence DRB1_1602. The binding affinity (normalized) is 1.00. (7) The peptide sequence is LMALLTPVTMAEVRL. The MHC is DRB1_1101 with pseudo-sequence DRB1_1101. The binding affinity (normalized) is 0.476.